From a dataset of Forward reaction prediction with 1.9M reactions from USPTO patents (1976-2016). Predict the product of the given reaction. (1) Given the reactants [C:1]([Li])([CH3:4])([CH3:3])[CH3:2].[CH3:6][C:7]1([CH3:12])[O:11][CH2:10][CH2:9][O:8]1.[S:13]([Cl:16])(Cl)=[O:14].CC[O:19]CC, predict the reaction product. The product is: [CH3:6][C:7]1([CH3:12])[O:11][C@@H:10]([CH2:2][C:1]2([S:13]([Cl:16])(=[O:14])=[O:19])[CH2:4][CH2:3]2)[CH2:9][O:8]1. (2) Given the reactants [O:1]1[C:5]2[CH:6]=[CH:7][C:8]([CH2:10][NH:11][CH2:12][CH2:13][CH2:14][N:15]([C:17]3[S:21][N:20]=[C:19]([N:22]4[CH:26]=[CH:25][N:24]=[CH:23]4)[N:18]=3)[CH3:16])=[CH:9][C:4]=2[O:3][CH2:2]1.[CH2:27]=O, predict the reaction product. The product is: [O:1]1[C:5]2[CH:6]=[CH:7][C:8]([CH2:10][N:11]([CH3:27])[CH2:12][CH2:13][CH2:14][N:15]([C:17]3[S:21][N:20]=[C:19]([N:22]4[CH:26]=[CH:25][N:24]=[CH:23]4)[N:18]=3)[CH3:16])=[CH:9][C:4]=2[O:3][CH2:2]1. (3) Given the reactants [CH3:1][C:2]1[CH:11]=[CH:10][CH:9]=[C:8]([CH3:12])[C:3]=1[C:4]([O:6][CH3:7])=[O:5].BrN1C(=O)CCC1=O.BrCC1C=CC=C(C)[C:24]=1[C:25]([O:27]C)=[O:26].C([O-])(=O)C.[Na+].[Cl-].[NH4+], predict the reaction product. The product is: [C:25]([O:27][CH2:1][C:2]1[CH:11]=[CH:10][CH:9]=[C:8]([CH3:12])[C:3]=1[C:4]([O:6][CH3:7])=[O:5])(=[O:26])[CH3:24]. (4) Given the reactants [OH:1][CH2:2][CH2:3][C:4]([OH:6])=O.CN(C(ON1N=NC2C=CC=NC1=2)=[N+](C)C)C.F[P-](F)(F)(F)(F)F.CCN(C(C)C)C(C)C.Cl.[F:41][C:42]1[CH:50]=[C:49]2[C:45]([C:46]([C:60]3[CH:61]=[N:62][N:63]([CH:65]4[CH2:70][CH2:69][NH:68][CH2:67][CH2:66]4)[CH:64]=3)=[CH:47][N:48]2[S:51]([C:54]2[CH:59]=[CH:58][CH:57]=[CH:56][CH:55]=2)(=[O:53])=[O:52])=[CH:44][CH:43]=1, predict the reaction product. The product is: [F:41][C:42]1[CH:50]=[C:49]2[C:45]([C:46]([C:60]3[CH:61]=[N:62][N:63]([CH:65]4[CH2:70][CH2:69][N:68]([C:4](=[O:6])[CH2:3][CH2:2][OH:1])[CH2:67][CH2:66]4)[CH:64]=3)=[CH:47][N:48]2[S:51]([C:54]2[CH:55]=[CH:56][CH:57]=[CH:58][CH:59]=2)(=[O:52])=[O:53])=[CH:44][CH:43]=1. (5) Given the reactants C(O)CCCCCO.BrCCCC1C=CC=CC=1.[C:19]1([CH2:25][CH2:26][CH2:27][O:28][CH2:29][CH2:30][CH2:31][CH2:32][CH2:33][CH2:34][OH:35])[CH:24]=[CH:23][CH:22]=[CH:21][CH:20]=1.C1(CCCOCCCCCC(O)=O)C=CC=CC=1.Cl.Cl.[CH2:56]([O:63][C:64](=[O:72])[CH2:65][C@@H:66]([NH2:71])[CH2:67][N:68]([CH3:70])[CH3:69])[C:57]1[CH:62]=[CH:61][CH:60]=[CH:59][CH:58]=1, predict the reaction product. The product is: [CH2:56]([O:63][C:64](=[O:72])[CH2:65][C@@H:66]([NH:71][C:34](=[O:35])[CH2:33][CH2:32][CH2:31][CH2:30][CH2:29][O:28][CH2:27][CH2:26][CH2:25][C:19]1[CH:24]=[CH:23][CH:22]=[CH:21][CH:20]=1)[CH2:67][N:68]([CH3:69])[CH3:70])[C:57]1[CH:62]=[CH:61][CH:60]=[CH:59][CH:58]=1. (6) Given the reactants [CH2:1]([C:5]1[CH:10]=[CH:9][C:8]([C:11]2[O:15][N:14]=[C:13]([C:16]3[CH:21]=[CH:20][C:19]([C@H:22]4[CH2:33][CH2:32][C:24]5([NH:28][C:27](=O)[N:26](C)[C:25]5=[O:31])[CH2:23]4)=[CH:18][CH:17]=3)[N:12]=2)=[CH:7][CH:6]=1)[CH:2]([CH3:4])[CH3:3].[OH-].[Na+], predict the reaction product. The product is: [NH2:28][C:24]1([C:25]([NH:26][CH3:27])=[O:31])[CH2:32][CH2:33][C@H:22]([C:19]2[CH:20]=[CH:21][C:16]([C:13]3[N:12]=[C:11]([C:8]4[CH:7]=[CH:6][C:5]([CH2:1][CH:2]([CH3:4])[CH3:3])=[CH:10][CH:9]=4)[O:15][N:14]=3)=[CH:17][CH:18]=2)[CH2:23]1. (7) Given the reactants C([O:8][C:9]1[CH:10]=[CH:11][C:12]([C:22]2[CH:27]=[CH:26][CH:25]=[CH:24][N:23]=2)=[N:13][C:14]=1[NH:15][C:16]1[CH:21]=[CH:20][CH:19]=[CH:18][N:17]=1)C1C=CC=CC=1, predict the reaction product. The product is: [N:17]1[CH:18]=[CH:19][CH:20]=[CH:21][C:16]=1[NH:15][C:14]1[N:13]=[C:12]([C:22]2[CH:27]=[CH:26][CH:25]=[CH:24][N:23]=2)[CH:11]=[CH:10][C:9]=1[OH:8].